From a dataset of Antibody developability classification from SAbDab with 2,409 antibodies. Regression/Classification. Given an antibody's heavy chain and light chain sequences, predict its developability. TAP uses regression for 5 developability metrics; SAbDab uses binary classification. (1) The antibody is ['QVQLVESGGGVVQPGRSLRLSCAASGFIFSSYAMHWVRQAPGNGLEWVAFMSYDGSNKKYADSVKGRFTISRDNSKNTLYLQMNSLRAEDTAVYYCARDRGIAAGGNYYYYGMDVWGQGTTVTVSS', 'EIVLTQSPATLSLSPGERATLSCRASQSVYSYLAWYQQKPGQAPRLLIYDASNRATGIPARFSGSGSGTDFTLTISSLEPEDFAVYYCQQRSNWPPFTFGPGTKVDIK']. Result: 0 (not developable). (2) The antibody is ['EIQLQQSGPELVKPGASVKVSCKASGYSFTDYFIYWVKQSHGKSLEWIGDIDPYNGDTSYNQKFRDKATLTVDQSSTTAFMHLNSLTSEDSAVYFCARGLRFWGQGTLVTVSA', 'DIQMTQSPSSLSASLGERVSLTCRASQDIGSKLYWLQQEPDGTFKRLIYATSSLDSGVPKRFSGSRSGSDYSLTISSLESEDFVDYYCLQYASSPYTFGGGTKLAIK']. Result: 0 (not developable). (3) The antibody is ['QVQLQQSAAELARPGASVKMSCKASGYTFTRYTMHWIKQRPGQGLEWIGYINPSSGYTEYNQKFRDKTTLTADKSSSTAYMQLSSLTSEDSAVYYCARGDYRYGGTAYWGQGTLVTVSA', 'QAVVTQESALTTSPGETVTLTCRSSTGAVTTSNYANWVQEKPDHLFTGLIGGTNNRAPGVPARFSGSLIGDKAALTITGAQTEDEAIYFCALWYSNHWVFGGGTKLTVL']. Result: 0 (not developable). (4) The antibody is ['6ayn', 'PROT_D746F282']. Result: 0 (not developable). (5) The antibody is ['EVRLLESGGGLVQPGGSLKLSCAASGFDYSRYWMSWVRQAPGKGLKWIGEINPVSSTINYTPSLKDKFIISRDNAKDTLYLQISKVRSEDTALYYCARLYYGYGYWYFDVWGAGTTVTVSS', 'DIVLTQSPAIMSAAPGDKVTMTCSASSSVSYIHWYQQKSGTSPKRWIYDTSKLTSGVPVRFSGSGSGTSYSLTINTMEAEDAATYYCQQWSSHPQTFGGGTKLEIL']. Result: 0 (not developable). (6) The antibody is ['EVPLVESGGGLVQPGGSLRLSCAVSGFTFSNYGMVWVRQAPGKGLEWVAYIDSDGDNTYYRDSVKGRFTISRDNAKSSLYLQMNSLRAEDTAVYYCTTGIVRPFLYWGQGTLVTVSS', 'DIQMTQSPSSLSASVGDRVTITCKSSQSLVGASGKTYLYWLFQKPGKAPKRLIYLVSTLDSGIPSRFSGSGSGTEFTLTISSLQPEDFATYYCLQGTHFPHTFGQGTKLEIK']. Result: 0 (not developable). (7) Result: 1 (developable). The antibody is ['QVQLVESGGGVVQPGRSLRLDCKASGITFSNSGMHWVRQAPGKGLEWVAVIWYDGSKRYYADSVKGRFTISRDNSKNTLFLQMNSLRAEDTAVYYCATNDDYWGQGTLVTVSS', 'EIVLTQSPATLSLSPGERATLSCRASQSVSSYLAWYQQKPGQAPRLLIYDASNRATGIPARFSGSGSGTDFTLTISSLEPEDFAVYYCQQSSNWPRTFGQGTKVEIK']. (8) The antibody is ['QVQLQESGGGLVQPGGSLKLSCAASGFTFRDYYMYWVRQTPEKRLEWVAFISNGGGSTYYPDTVKGRFTISRDNAKNTLYLQMSRLKSEDTAMYYCARGRGYVWFAYWGQGTTVTVSS', 'QLVLTQSSSASFSLGASAKLTCTLSSQHSTYTIEWYQQQPLKPPKYVMELKKDGSHSTGDGIPDRFSGSSSGADRYLSISNIQPEDEAIYICGVGDTIKEQFVYVFGGGTKVTVL']. Result: 0 (not developable). (9) Result: 0 (not developable). The antibody is ['DVKLVESGGGLVNLGGSLKLSCAASGFTFSRYYMSWVRQTPEKRLELVAAINHNSGRTYYSDTVKGRFTISRDNAKNTLYLQMSSLKSEDTALYYCTRHPLIYHGNYLDYWGQGTTLTVSS', 'DIVLTQSPASLAVSLGQRATISCKASQSVDYDGDSYVTWYQQKPGQPPKLLIYVASNLESGIPARFSGSGSGTDFTLNIHPVEEEDAATYYCQQSNEDPWTFGGGTKLEIK']. (10) The antibody is ['EVQLEESGGRLVQPKGSLKLSCAASGFSFNTNAMNWVRQAPGKGLEWVARIRSKINNYSTYYADSVKDRFTISRDDSQSMLYLQMNNLKTEDTAMYYCVRGTTYWGQGTLVTVSA', 'DVVMTQTPLTLSVTIGQPASISCKSSQSLLDSDGKTYLNWLLQRPGQSPKRLIYLVSKLDSGVPDRFTGSGSGTDFTLKISRVEAEDLGVYYCWQGSHFPYTFGGGTKLEIK']. Result: 0 (not developable).